This data is from Peptide-MHC class I binding affinity with 185,985 pairs from IEDB/IMGT. The task is: Regression. Given a peptide amino acid sequence and an MHC pseudo amino acid sequence, predict their binding affinity value. This is MHC class I binding data. (1) The peptide sequence is ISTHIGFSF. The MHC is HLA-B46:01 with pseudo-sequence HLA-B46:01. The binding affinity (normalized) is 0.0847. (2) The peptide sequence is NSESLSLISH. The MHC is HLA-A68:01 with pseudo-sequence HLA-A68:01. The binding affinity (normalized) is 0.0492. (3) The peptide sequence is YAAQGYKVL. The MHC is HLA-A02:06 with pseudo-sequence HLA-A02:06. The binding affinity (normalized) is 0. (4) The peptide sequence is VPGLPGTVL. The MHC is HLA-A26:01 with pseudo-sequence HLA-A26:01. The binding affinity (normalized) is 0.0847. (5) The peptide sequence is ALIRATSTR. The MHC is HLA-A31:01 with pseudo-sequence HLA-A31:01. The binding affinity (normalized) is 0.509. (6) The peptide sequence is VYYNILIVL. The MHC is HLA-A29:02 with pseudo-sequence HLA-A29:02. The binding affinity (normalized) is 0.149. (7) The peptide sequence is NASQHPQQV. The MHC is HLA-A30:01 with pseudo-sequence HLA-A30:01. The binding affinity (normalized) is 0. (8) The peptide sequence is KTGMLEMWK. The MHC is HLA-A68:01 with pseudo-sequence HLA-A68:01. The binding affinity (normalized) is 0.333. (9) The peptide sequence is RLIWSHHHI. The MHC is HLA-A02:02 with pseudo-sequence HLA-A02:02. The binding affinity (normalized) is 0.777. (10) The peptide sequence is TGIAIIAYI. The MHC is HLA-B14:02 with pseudo-sequence HLA-B14:02. The binding affinity (normalized) is 0.213.